This data is from CYP1A2 inhibition data for predicting drug metabolism from PubChem BioAssay. The task is: Regression/Classification. Given a drug SMILES string, predict its absorption, distribution, metabolism, or excretion properties. Task type varies by dataset: regression for continuous measurements (e.g., permeability, clearance, half-life) or binary classification for categorical outcomes (e.g., BBB penetration, CYP inhibition). Dataset: cyp1a2_veith. The drug is CC1CCN(C(=O)CN(C)S(=O)(=O)c2cccc3nsnc23)CC1. The result is 0 (non-inhibitor).